From a dataset of Forward reaction prediction with 1.9M reactions from USPTO patents (1976-2016). Predict the product of the given reaction. (1) Given the reactants Cl(O)(=O)(=O)=O.[CH3:6][O:7][C:8]1[N:13]=[CH:12][C:11]([C:14]2[CH:19]=[CH:18][C:17]([CH2:20][CH2:21][C@H:22]3[O:31][C@H:25]4[O:26]C(C)(C)[O:28][C@H:24]4[C@H:23]3[CH2:32][CH2:33][N:34]3[C:39](=[O:40])[C:38]4[CH:41]=[CH:42][CH:43]=[CH:44][C:37]=4[N:36]=[N:35]3)=[CH:16][CH:15]=2)=[CH:10][CH:9]=1, predict the reaction product. The product is: [OH:28][C@@H:24]1[C@H:25]([OH:26])[O:31][C@H:22]([CH2:21][CH2:20][C:17]2[CH:18]=[CH:19][C:14]([C:11]3[CH:12]=[N:13][C:8]([O:7][CH3:6])=[CH:9][CH:10]=3)=[CH:15][CH:16]=2)[C@@H:23]1[CH2:32][CH2:33][N:34]1[C:39](=[O:40])[C:38]2[CH:41]=[CH:42][CH:43]=[CH:44][C:37]=2[N:36]=[N:35]1. (2) Given the reactants II.[Br:3][C:4]1[CH:5]=[C:6]([C:10]([C:12]2[CH:13]=[CH:14][C:15]3[O:19][CH2:18][CH2:17][C:16]=3[CH:20]=2)=[CH2:11])[CH:7]=[CH:8][CH:9]=1.[NH3:21].C([O:25][CH2:26]C)(=O)C.C(#[N:30])C, predict the reaction product. The product is: [Br:3][C:4]1[CH:5]=[C:6]([C:10]2([C:12]3[CH:13]=[CH:14][C:15]4[O:19][CH2:18][CH2:17][C:16]=4[CH:20]=3)[CH2:11][O:25][C:26]([NH2:30])=[N:21]2)[CH:7]=[CH:8][CH:9]=1. (3) Given the reactants C(Cl)Cl.[CH2:4]([O:11][C:12]1[CH:17]=[C:16]([N+:18]([O-:20])=[O:19])[CH:15]=[CH:14][C:13]=1[S:21](Cl)(=[O:23])=[O:22])[C:5]1[CH:10]=[CH:9][CH:8]=[CH:7][CH:6]=1.[C:25]([O:29][C:30](=[O:37])[CH2:31][C@H:32]([NH2:36])[C:33]([NH2:35])=[O:34])([CH3:28])([CH3:27])[CH3:26].N1C=CC=CC=1, predict the reaction product. The product is: [C:25]([O:29][C:30](=[O:37])[CH2:31][C@H:32]([NH:36][S:21]([C:13]1[CH:14]=[CH:15][C:16]([N+:18]([O-:20])=[O:19])=[CH:17][C:12]=1[O:11][CH2:4][C:5]1[CH:10]=[CH:9][CH:8]=[CH:7][CH:6]=1)(=[O:23])=[O:22])[C:33]([NH2:35])=[O:34])([CH3:28])([CH3:26])[CH3:27]. (4) Given the reactants Cl.[NH2:2][CH2:3][CH2:4][NH:5][C:6]([C:8]1[C:9]([C:19]([F:22])([F:21])[F:20])=[N:10][N:11]([C:13]2[CH:18]=[CH:17][CH:16]=[CH:15][CH:14]=2)[CH:12]=1)=[O:7].[OH:23][CH2:24][CH2:25][O:26][C:27]1[CH:35]=[CH:34][C:30]([C:31](O)=[O:32])=[CH:29][CH:28]=1.CN(C(ON1N=NC2C=CC=NC1=2)=[N+](C)C)C.F[P-](F)(F)(F)(F)F.CCN(C(C)C)C(C)C, predict the reaction product. The product is: [OH:23][CH2:24][CH2:25][O:26][C:27]1[CH:35]=[CH:34][C:30]([C:31]([NH:2][CH2:3][CH2:4][NH:5][C:6]([C:8]2[C:9]([C:19]([F:21])([F:22])[F:20])=[N:10][N:11]([C:13]3[CH:18]=[CH:17][CH:16]=[CH:15][CH:14]=3)[CH:12]=2)=[O:7])=[O:32])=[CH:29][CH:28]=1. (5) Given the reactants [CH3:1][O:2][C:3](=[O:17])[CH2:4][N:5]1[C:14](=[O:15])[C:13]2[C:8](=[CH:9][CH:10]=[CH:11][CH:12]=2)[NH:7][C:6]1=[O:16].C([O-])([O-])=O.[K+].[K+].Br[CH2:25][C:26]([NH:28][C:29]1[CH:34]=[C:33]([Cl:35])[C:32]([O:36][CH3:37])=[CH:31][C:30]=1[O:38][CH3:39])=[O:27], predict the reaction product. The product is: [CH3:1][O:2][C:3](=[O:17])[CH2:4][N:5]1[C:14](=[O:15])[C:13]2[C:8](=[CH:9][CH:10]=[CH:11][CH:12]=2)[N:7]([CH2:25][C:26](=[O:27])[NH:28][C:29]2[CH:34]=[C:33]([Cl:35])[C:32]([O:36][CH3:37])=[CH:31][C:30]=2[O:38][CH3:39])[C:6]1=[O:16]. (6) Given the reactants Cl.[Br:2][C:3]1[CH:12]=[C:11]2[C:6]([CH2:7][CH2:8][NH:9][CH2:10]2)=[CH:5][CH:4]=1.[C:13]([O-:16])([O-])=[O:14].[Na+].[Na+], predict the reaction product. The product is: [C:6]([O:16][C:13]([N:9]1[CH2:8][CH2:7][C:6]2[C:11](=[CH:12][C:3]([Br:2])=[CH:4][CH:5]=2)[CH2:10]1)=[O:14])([CH3:11])([CH3:7])[CH3:5].